Task: Predict which catalyst facilitates the given reaction.. Dataset: Catalyst prediction with 721,799 reactions and 888 catalyst types from USPTO (1) Reactant: [H-].[Na+].[CH3:3][C:4]1([CH2:9][OH:10])[CH2:8][CH:7]=[CH:6][CH2:5]1.Br[CH2:12][CH2:13][CH2:14][CH2:15][CH2:16][CH2:17][CH2:18][CH2:19][CH2:20][CH2:21][CH2:22][CH3:23]. Product: [CH2:23]([O:10][CH2:9][C:4]1([CH3:3])[CH2:8][CH:7]=[CH:6][CH2:5]1)[CH2:22][CH2:21][CH2:20][CH2:19][CH2:18][CH2:17][CH2:16][CH2:15][CH2:14][CH2:13][CH3:12]. The catalyst class is: 1. (2) Reactant: [O:1]1[CH:5]=[CH:4][CH:3]=[C:2]1[CH:6]=O.[N+:8]([CH3:11])([O-:10])=[O:9].[OH-].[Na+].Cl. Product: [N+:8]([CH:11]=[CH:6][C:2]1[O:1][CH:5]=[CH:4][CH:3]=1)([O-:10])=[O:9]. The catalyst class is: 24. (3) Reactant: C([O:3][C:4](=[O:43])[C:5]([CH3:42])([O:35][C:36]1[CH:41]=[CH:40][CH:39]=[CH:38][CH:37]=1)[CH2:6][C:7]1[CH:12]=[CH:11][C:10]([O:13][CH2:14][CH2:15][CH:16]2[CH2:20][N:19]([CH2:21][C:22]3[CH:27]=[CH:26][C:25]([C:28]([F:31])([F:30])[F:29])=[CH:24][CH:23]=3)[C:18](=[O:32])[N:17]2[CH2:33][CH3:34])=[CH:9][CH:8]=1)C.[OH-].[Na+]. Product: [CH2:33]([N:17]1[CH:16]([CH2:15][CH2:14][O:13][C:10]2[CH:11]=[CH:12][C:7]([CH2:6][C:5]([CH3:42])([O:35][C:36]3[CH:41]=[CH:40][CH:39]=[CH:38][CH:37]=3)[C:4]([OH:43])=[O:3])=[CH:8][CH:9]=2)[CH2:20][N:19]([CH2:21][C:22]2[CH:27]=[CH:26][C:25]([C:28]([F:29])([F:31])[F:30])=[CH:24][CH:23]=2)[C:18]1=[O:32])[CH3:34]. The catalyst class is: 8. (4) Reactant: C([N:8](C(OC(C)(C)C)=O)[C:9]1[N:17]=[CH:16][N:15]=[C:14]2[C:10]=1[NH:11][CH:12]=[N:13]2)(OC(C)(C)C)=O.[CH:25]1[CH:26]=[CH:27][C:28]([CH2:31][C@H:32]([NH2:47])[C:33]([NH:35][C@H:36]([C:44]([NH2:46])=[O:45])[CH2:37][C:38]2[CH:39]=[CH:40][CH:41]=[CH:42][CH:43]=2)=[O:34])=[CH:29][CH:30]=1. Product: [N:17]1[C:9]([NH2:8])=[C:10]2[C:14]([N:13]=[CH:12][NH:11]2)=[N:15][CH:16]=1.[CH:25]1[CH:26]=[CH:27][C:28]([CH2:31][C@H:32]([NH2:47])[C:33]([NH:35][C@H:36]([C:44]([NH2:46])=[O:45])[CH2:37][C:38]2[CH:43]=[CH:42][CH:41]=[CH:40][CH:39]=2)=[O:34])=[CH:29][CH:30]=1. The catalyst class is: 574. (5) Reactant: [CH:1]([C:4]1[CH:12]=[CH:11][C:7]([C:8]([NH2:10])=[NH:9])=[CH:6][CH:5]=1)([CH3:3])[CH3:2].Br[CH2:14][C:15]([C:17]1[CH:18]=[C:19]([CH:24]=[CH:25][CH:26]=1)[C:20]([O:22][CH3:23])=[O:21])=O. Product: [CH:1]([C:4]1[CH:12]=[CH:11][C:7]([C:8]2[NH:10][C:15]([C:17]3[CH:18]=[C:19]([CH:24]=[CH:25][CH:26]=3)[C:20]([O:22][CH3:23])=[O:21])=[CH:14][N:9]=2)=[CH:6][CH:5]=1)([CH3:3])[CH3:2]. The catalyst class is: 22.